This data is from Catalyst prediction with 721,799 reactions and 888 catalyst types from USPTO. The task is: Predict which catalyst facilitates the given reaction. Reactant: ClC1C=[C:10]2[C:5]([CH2:6][CH2:7][N:8](C3C=NC=CC=3)[C:9]2=O)=[CH:4]C=1.[F:19][C:20]1[CH:21]=[C:22]2[C:27](=[CH:28][C:29]=1[F:30])[C:26](=[O:31])[NH:25][CH2:24][CH2:23]2.IC1C=NC=CC=1C.P([O-])([O-])([O-])=O.[K+].[K+].[K+]. Product: [F:19][C:20]1[CH:21]=[C:22]2[C:27](=[CH:28][C:29]=1[F:30])[C:26](=[O:31])[N:25]([C:6]1[CH:7]=[N:8][CH:9]=[CH:10][C:5]=1[CH3:4])[CH2:24][CH2:23]2. The catalyst class is: 246.